Dataset: Forward reaction prediction with 1.9M reactions from USPTO patents (1976-2016). Task: Predict the product of the given reaction. (1) Given the reactants [C:1]1([N:7]2[C:11]3[NH:12][C:13](=[O:20])[C:14]([C:16]([O:18][CH3:19])=[O:17])=[CH:15][C:10]=3[N:9]=[N:8]2)[CH:6]=[CH:5][CH:4]=[CH:3][CH:2]=1.[H-].[Na+].[CH3:23][N:24]1[C:28]([CH2:29]Cl)=[N:27][CH:26]=[N:25]1.O, predict the reaction product. The product is: [C:1]1([N:7]2[C:11]3=[N:12][C:13]([O:20][CH2:29][C:28]4[N:24]([CH3:23])[N:25]=[CH:26][N:27]=4)=[C:14]([C:16]([O:18][CH3:19])=[O:17])[CH:15]=[C:10]3[N:9]=[N:8]2)[CH:2]=[CH:3][CH:4]=[CH:5][CH:6]=1. (2) Given the reactants Cl.[C:2](=[NH:10])([NH2:9])[C:3]1[CH:8]=[CH:7][N:6]=[CH:5][CH:4]=1.CCN(CC)CC.[Cl:18][C:19]([SH:22])(Cl)Cl.[OH-].[Na+], predict the reaction product. The product is: [Cl:18][C:19]1[S:22][N:9]=[C:2]([C:3]2[CH:8]=[CH:7][N:6]=[CH:5][CH:4]=2)[N:10]=1.